Dataset: Full USPTO retrosynthesis dataset with 1.9M reactions from patents (1976-2016). Task: Predict the reactants needed to synthesize the given product. (1) Given the product [NH2:3][C:8]1[N:13]=[C:12]([CH2:14][C:15]([N:17]2[C:25]3[C:20](=[CH:21][C:22]([NH:26][C:27]([C:29]4[CH2:34][CH2:33][CH2:32][CH2:31][C:30]=4[C:35]4[CH:36]=[CH:37][C:38]([F:41])=[CH:39][CH:40]=4)=[O:28])=[CH:23][CH:24]=3)[CH2:19][CH2:18]2)=[O:16])[CH:11]=[CH:10][CH:9]=1, predict the reactants needed to synthesize it. The reactants are: CC1[N:3]([C:8]2[N:13]=[C:12]([CH2:14][C:15]([N:17]3[C:25]4[C:20](=[CH:21][C:22]([NH:26][C:27]([C:29]5[CH2:34][CH2:33][CH2:32][CH2:31][C:30]=5[C:35]5[CH:40]=[CH:39][C:38]([F:41])=[CH:37][CH:36]=5)=[O:28])=[CH:23][CH:24]=4)[CH2:19][CH2:18]3)=[O:16])[CH:11]=[CH:10][CH:9]=2)C(C)=CC=1.Cl.NO.C(N(CC)CC)C. (2) Given the product [Br:17][CH2:18][CH2:19][O:10][C:7]1[CH:8]=[CH:9][C:4]([N+:1]([O-:3])=[O:2])=[CH:5][CH:6]=1, predict the reactants needed to synthesize it. The reactants are: [N+:1]([C:4]1[CH:9]=[CH:8][C:7]([OH:10])=[CH:6][CH:5]=1)([O-:3])=[O:2].C([O-])([O-])=O.[Cs+].[Cs+].[Br:17][CH2:18][CH2:19]Br. (3) The reactants are: [Br:1][C:2]1[C:3](F)=[CH:4][N:5]=[C:6]2[C:11]=1[N:10]=[C:9]([O:12][CH3:13])[CH:8]=[CH:7]2.[CH3:15][O-:16].[Na+]. Given the product [Br:1][C:2]1[C:3]([O:16][CH3:15])=[CH:4][N:5]=[C:6]2[C:11]=1[N:10]=[C:9]([O:12][CH3:13])[CH:8]=[CH:7]2, predict the reactants needed to synthesize it. (4) Given the product [Br:24][C:23]([Br:25])=[C:21]1[O:20][C:19](=[O:26])[CH:18]=[CH:22]1, predict the reactants needed to synthesize it. The reactants are: BrC1=C(CCCC)C(=O)O/C/1=C\Br.C([C:18]1[C:19](=[O:26])[O:20][C:21](=[C:23]([Br:25])[Br:24])[CH:22]=1)CCC. (5) Given the product [ClH:20].[C:7]1([C@H:17]([NH:19][CH2:21][CH:22]=[CH:23][C:24]2[CH:29]=[CH:28][CH:27]=[C:26]([C:30]([F:31])([F:32])[F:33])[CH:25]=2)[CH3:18])[C:16]2[C:11](=[CH:12][CH:13]=[CH:14][CH:15]=2)[CH:10]=[CH:9][CH:8]=1, predict the reactants needed to synthesize it. The reactants are: C(=O)([O-])[O-].[K+].[K+].[C:7]1([C@H:17]([NH2:19])[CH3:18])[C:16]2[C:11](=[CH:12][CH:13]=[CH:14][CH:15]=2)[CH:10]=[CH:9][CH:8]=1.[Cl:20][CH2:21][CH:22]=[CH:23][C:24]1[CH:29]=[CH:28][CH:27]=[C:26]([C:30]([F:33])([F:32])[F:31])[CH:25]=1.Cl. (6) Given the product [C:23]([C:22]1[CH:25]=[C:18]([C:16]2[S:17][C:13]([C:12]3[C:3]([CH2:1][CH3:2])=[C:4]4[C:9](=[CH:10][CH:11]=3)[CH2:8][N:7]([CH2:43][CH2:42][C:41]([OH:45])=[O:44])[CH2:6][CH2:5]4)=[CH:50][N:15]=2)[CH:19]=[CH:20][C:21]=1[O:48][CH:30]([CH3:40])[CH3:31])#[N:24], predict the reactants needed to synthesize it. The reactants are: [CH2:1]([C:3]1[C:12]([C:13]2[S:17][C:16]([C:18]3[CH:19]=[CH:20][C:21](CC(C)C)=[C:22]([CH:25]=3)[C:23]#[N:24])=[N:15]N=2)=[CH:11][CH:10]=[C:9]2[C:4]=1[CH2:5][CH2:6][NH:7][CH2:8]2)[CH3:2].[CH2:30]1[CH2:40]CN2C(=NCCC2)C[CH2:31]1.[C:41]([O:45]CC)(=[O:44])[CH:42]=[CH2:43].[OH-:48].[Li+].[C:50](#N)C.